From a dataset of Full USPTO retrosynthesis dataset with 1.9M reactions from patents (1976-2016). Predict the reactants needed to synthesize the given product. (1) Given the product [C:1](=[O:45])([O:16][CH2:17]/[C:18](/[C:35]1[CH:40]=[CH:39][C:38]([S:41]([CH3:44])(=[O:42])=[O:43])=[CH:37][CH:36]=1)=[C:19](/[C:29]1[CH:34]=[CH:33][CH:32]=[CH:31][CH:30]=1)\[CH2:20][OH:21])[O:2][CH2:3][CH2:4][CH2:5][CH:6]([O:12][N+:13]([O-:15])=[O:14])[CH2:7][O:8][N+:9]([O-:11])=[O:10], predict the reactants needed to synthesize it. The reactants are: [C:1](=[O:45])([O:16][CH2:17]/[C:18](/[C:35]1[CH:40]=[CH:39][C:38]([S:41]([CH3:44])(=[O:43])=[O:42])=[CH:37][CH:36]=1)=[C:19](/[C:29]1[CH:34]=[CH:33][CH:32]=[CH:31][CH:30]=1)\[CH2:20][O:21][Si](C(C)(C)C)(C)C)[O:2][CH2:3][CH2:4][CH2:5][CH:6]([O:12][N+:13]([O-:15])=[O:14])[CH2:7][O:8][N+:9]([O-:11])=[O:10]. (2) Given the product [Si:35]([O:29][CH2:1][C@@H:2]([CH2:4][CH2:5][CH2:6][C@H:7]([C@@H:9]1[C@:26]2([CH3:27])[C@H:12]([C@H:13]3[C@H:23]([CH2:24][CH2:25]2)[C@:21]2([CH3:22])[C:16]([CH2:17][C@@H:18]([OH:28])[CH2:19][CH2:20]2)=[CH:15][CH2:14]3)[CH2:11][CH2:10]1)[CH3:8])[CH3:3])([C:38]([CH3:41])([CH3:40])[CH3:39])([CH3:37])[CH3:36], predict the reactants needed to synthesize it. The reactants are: [CH2:1]([OH:29])[C@@H:2]([CH2:4][CH2:5][CH2:6][C@H:7]([C@@H:9]1[C@:26]2([CH3:27])[C@H:12]([C@H:13]3[C@H:23]([CH2:24][CH2:25]2)[C@:21]2([CH3:22])[C:16]([CH2:17][C@@H:18]([OH:28])[CH2:19][CH2:20]2)=[CH:15][CH2:14]3)[CH2:11][CH2:10]1)[CH3:8])[CH3:3].N1C=CN=C1.[Si:35](Cl)([C:38]([CH3:41])([CH3:40])[CH3:39])([CH3:37])[CH3:36].CN(C)C=O. (3) Given the product [CH3:23][CH:24]([N:8]1[CH2:9][CH2:10][C:4]2=[CH:3][N:2]([C:11]3[CH:12]=[CH:13][C:14]([N:17]4[CH2:21][CH2:20][CH2:19][C:18]4=[O:22])=[CH:15][CH:16]=3)[N:1]=[C:5]2[CH2:6][CH2:7]1)[CH3:26], predict the reactants needed to synthesize it. The reactants are: [N:1]1[N:2]([C:11]2[CH:16]=[CH:15][C:14]([N:17]3[CH2:21][CH2:20][CH2:19][C:18]3=[O:22])=[CH:13][CH:12]=2)[CH:3]=[C:4]2[CH2:10][CH2:9][NH:8][CH2:7][CH2:6][C:5]=12.[CH3:23][C:24]([CH3:26])=O.C(O[BH-](OC(=O)C)OC(=O)C)(=O)C.[Na+]. (4) Given the product [CH2:4]1[CH2:5][CH2:6][CH:1]([NH:7][C:8]2[C:13]([NH2:14])=[CH:12][N:11]=[C:10]3[N:17]([S:20]([C:23]4[CH:29]=[CH:28][C:26]([CH3:27])=[CH:25][CH:24]=4)(=[O:21])=[O:22])[CH:18]=[CH:19][C:9]=23)[CH2:2][CH2:3]1, predict the reactants needed to synthesize it. The reactants are: [CH:1]1([NH:7][C:8]2[C:9]3[CH:19]=[CH:18][N:17]([S:20]([C:23]4[CH:29]=[CH:28][C:26]([CH3:27])=[CH:25][CH:24]=4)(=[O:22])=[O:21])[C:10]=3[N:11]=[CH:12][C:13]=2[N+:14]([O-])=O)[CH2:6][CH2:5][CH2:4][CH2:3][CH2:2]1.O.O.[Sn](Cl)Cl. (5) Given the product [F:9][C:3]1[CH:4]=[C:5]([CH3:8])[CH:6]=[CH:7][C:2]=1[B:10]1[O:14][C:13]([CH3:16])([CH3:15])[C:12]([CH3:18])([CH3:17])[O:11]1, predict the reactants needed to synthesize it. The reactants are: Br[C:2]1[CH:7]=[CH:6][C:5]([CH3:8])=[CH:4][C:3]=1[F:9].[B:10]1([B:10]2[O:14][C:13]([CH3:16])([CH3:15])[C:12]([CH3:18])([CH3:17])[O:11]2)[O:14][C:13]([CH3:16])([CH3:15])[C:12]([CH3:18])([CH3:17])[O:11]1.C([O-])(=O)C.[K+]. (6) Given the product [CH2:34]([C:16]1([CH2:13][CH:14]=[CH2:15])[C:32](=[O:33])[N:19]2[CH2:20][CH2:21][N:22]([C:5]([N:51]([C@@H:49]([C:41]3[CH:42]=[C:43]([C:45]([F:46])([F:47])[F:48])[CH:44]=[C:39]([C:38]([F:37])([F:53])[F:54])[CH:40]=3)[CH3:50])[CH3:52])=[O:11])[C@@H:23]([C:24]3[CH:29]=[CH:28][CH:27]=[C:26]([CH3:30])[C:25]=3[CH3:31])[C@@H:18]2[CH2:17]1)[CH:35]=[CH2:36], predict the reactants needed to synthesize it. The reactants are: ClC(Cl)(O[C:5](=[O:11])OC(Cl)(Cl)Cl)Cl.[CH2:13]([C:16]1([CH2:34][CH:35]=[CH2:36])[C:32](=[O:33])[N:19]2[CH2:20][CH2:21][NH:22][C@@H:23]([C:24]3[CH:29]=[CH:28][CH:27]=[C:26]([CH3:30])[C:25]=3[CH3:31])[C@@H:18]2[CH2:17]1)[CH:14]=[CH2:15].[F:37][C:38]([F:54])([F:53])[C:39]1[CH:40]=[C:41]([C@H:49]([NH:51][CH3:52])[CH3:50])[CH:42]=[C:43]([C:45]([F:48])([F:47])[F:46])[CH:44]=1. (7) Given the product [CH3:1][O:2][C:3]1[CH:4]=[CH:5][C:6]([CH2:7][N:8]2[C:12]3=[N:13][CH:14]=[CH:15][C:16]([O:17][C:18]4[CH:19]=[CH:20][C:21]([C:22]([NH:45][C:41]5[N:40]([CH3:39])[CH:44]=[CH:43][N:42]=5)=[O:23])=[CH:25][CH:26]=4)=[C:11]3[C:10]([NH:27][C@@H:28]3[CH2:32][CH2:31][N:30]([C:33](=[O:36])[CH2:34][CH3:35])[CH2:29]3)=[N:9]2)=[CH:37][CH:38]=1, predict the reactants needed to synthesize it. The reactants are: [CH3:1][O:2][C:3]1[CH:38]=[CH:37][C:6]([CH2:7][N:8]2[C:12]3=[N:13][CH:14]=[CH:15][C:16]([O:17][C:18]4[CH:26]=[CH:25][C:21]([C:22](O)=[O:23])=[CH:20][CH:19]=4)=[C:11]3[C:10]([NH:27][C@@H:28]3[CH2:32][CH2:31][N:30]([C:33](=[O:36])[CH2:34][CH3:35])[CH2:29]3)=[N:9]2)=[CH:5][CH:4]=1.[CH3:39][N:40]1[CH:44]=[CH:43][N:42]=[C:41]1[NH2:45].